From a dataset of Cav3 T-type calcium channel HTS with 100,875 compounds. Binary Classification. Given a drug SMILES string, predict its activity (active/inactive) in a high-throughput screening assay against a specified biological target. (1) The molecule is O=C1N(C(C(N1C)N(O)C(=O)NC)(C)C)CC(OC)=O. The result is 0 (inactive). (2) The compound is S1C(CC(=O)Nc2c(OC)cc(OC)cc2)C(=O)N=C1Nc1ccccc1. The result is 0 (inactive). (3) The result is 0 (inactive). The drug is S(CC(=O)N(CC)CC)c1ncnc2sc(cc12)c1ccccc1. (4) The compound is S(c1n(c2ccc(OCC)cc2)ccn1)CC(=O)Nc1sc(nn1)CC. The result is 0 (inactive). (5) The drug is Clc1cc(N2C(=O)CC(=O)NC2=O)ccc1. The result is 0 (inactive). (6) The compound is Clc1ccc(S(=O)(=O)n2c3c(nc2SCC=C)cccc3)cc1. The result is 0 (inactive). (7) The molecule is OC1(C2(C(C3C(C4(C(CC3)=CC(=O)CC4)C)C(O)C2)CC1)C)C(=O)CO. The result is 0 (inactive). (8) The compound is S(CC(=O)Nc1noc(c1)C)c1ccccc1. The result is 0 (inactive).